From a dataset of Reaction yield outcomes from USPTO patents with 853,638 reactions. Predict the reaction yield, written as a fraction of the theoretical maximum amount of product (1.0 means a 100% yield; for example, 0.34 means a 34% yield). (1) The reactants are S(Cl)(Cl)=O.[F:5][C:6]1[CH:11]=[CH:10][C:9]([CH2:12][C:13]([OH:15])=O)=[CH:8][CH:7]=1.[S-:16][C:17]#[N:18].[K+].[NH2:20][C:21]1[CH:41]=[CH:40][C:24]([O:25][C:26]2[CH:31]=[CH:30][N:29]=[C:28]([NH:32][C:33]([N:35]3[CH2:39][CH2:38][CH2:37][CH2:36]3)=[O:34])[CH:27]=2)=[C:23]([F:42])[CH:22]=1. The catalyst is C(#N)C.C(OCC)C. The product is [F:42][C:23]1[CH:22]=[C:21]([NH:20][C:17]([NH:18][C:13](=[O:15])[CH2:12][C:9]2[CH:8]=[CH:7][C:6]([F:5])=[CH:11][CH:10]=2)=[S:16])[CH:41]=[CH:40][C:24]=1[O:25][C:26]1[CH:31]=[CH:30][N:29]=[C:28]([NH:32][C:33]([N:35]2[CH2:36][CH2:37][CH2:38][CH2:39]2)=[O:34])[CH:27]=1. The yield is 0.540. (2) The reactants are [H-].[Na+].[SH:3][CH2:4][C:5]([O:7]C)=O.[NH2:9][C:10]1[CH:15]=[C:14]([Cl:16])[N:13]=[N:12][C:11]=1Cl. The catalyst is CN(C)C=O. The product is [Cl:16][C:14]1[N:13]=[N:12][C:11]2[S:3][CH2:4][C:5](=[O:7])[NH:9][C:10]=2[CH:15]=1. The yield is 0.130.